Dataset: Peptide-MHC class II binding affinity with 134,281 pairs from IEDB. Task: Regression. Given a peptide amino acid sequence and an MHC pseudo amino acid sequence, predict their binding affinity value. This is MHC class II binding data. (1) The peptide sequence is RKVCYNAVLTHVKIN. The MHC is DRB1_1302 with pseudo-sequence DRB1_1302. The binding affinity (normalized) is 0.512. (2) The peptide sequence is EPIAAYHFDLSGIAF. The MHC is DRB4_0101 with pseudo-sequence DRB4_0103. The binding affinity (normalized) is 0.423. (3) The MHC is HLA-DPA10103-DPB10401 with pseudo-sequence HLA-DPA10103-DPB10401. The peptide sequence is MSQIMYNYPAMMAHA. The binding affinity (normalized) is 0.344. (4) The peptide sequence is PAAYAAQGYKVLVLNPSVAA. The MHC is DRB1_1501 with pseudo-sequence DRB1_1501. The binding affinity (normalized) is 0.718. (5) The peptide sequence is PPPPQLGASPYKLGP. The MHC is DRB1_0901 with pseudo-sequence DRB1_0901. The binding affinity (normalized) is 0.319. (6) The peptide sequence is KKSAHGSPTFWMGSH. The MHC is DRB3_0202 with pseudo-sequence DRB3_0202. The binding affinity (normalized) is 0. (7) The peptide sequence is LSFMDKGIPFMKMNI. The MHC is DRB3_0101 with pseudo-sequence DRB3_0101. The binding affinity (normalized) is 0.622.